Dataset: Full USPTO retrosynthesis dataset with 1.9M reactions from patents (1976-2016). Task: Predict the reactants needed to synthesize the given product. (1) Given the product [F:10][C:11]1[CH:17]=[C:16]([CH3:18])[C:15]([S:19][CH2:20][C:21]([F:22])([F:24])[F:23])=[CH:14][C:12]=1[NH:13][NH2:1], predict the reactants needed to synthesize it. The reactants are: [N:1]([O-])=O.[Na+].S(=O)(=O)(O)O.[F:10][C:11]1[CH:17]=[C:16]([CH3:18])[C:15]([S:19][CH2:20][C:21]([F:24])([F:23])[F:22])=[CH:14][C:12]=1[NH2:13].O.O.[Sn](Cl)Cl.Cl.[OH-].[Na+]. (2) Given the product [F:39][CH:37]([F:38])[CH2:36][C@:22]1([C:20]([N:14]2[CH2:15][C@@H:16]3[CH2:19][C@H:13]2[CH2:18][N:17]3[C:2]2[CH:7]=[CH:6][CH:5]=[C:4]([C:8]([F:11])([F:10])[F:9])[N:3]=2)=[O:21])[CH2:26][CH2:25][C@@H:24]([NH:27][C@@H:28]2[C@H:33]([O:34][CH3:35])[CH2:32][O:31][CH2:30][CH2:29]2)[CH2:23]1, predict the reactants needed to synthesize it. The reactants are: Cl[C:2]1[CH:7]=[CH:6][CH:5]=[C:4]([C:8]([F:11])([F:10])[F:9])[N:3]=1.Cl.[C@H:13]12[CH2:19][C@H:16]([NH:17][CH2:18]1)[CH2:15][N:14]2[C:20]([C@@:22]1([CH2:36][CH:37]([F:39])[F:38])[CH2:26][CH2:25][C@@H:24]([NH:27][C@@H:28]2[C@H:33]([O:34][CH3:35])[CH2:32][O:31][CH2:30][CH2:29]2)[CH2:23]1)=[O:21].C(N(CC)CC)C. (3) Given the product [CH3:26][O:27][CH2:28][CH2:29][N:30]1[CH2:35][CH2:34][N:33]([C:2]2[N:7]3[CH:8]=[C:9]([CH2:11][N:12]4[C@H:25]5[C@H:16]([CH2:17][CH2:18][C:19]6[C:24]5=[N:23][CH:22]=[CH:21][CH:20]=6)[CH2:15][CH2:14][CH2:13]4)[N:10]=[C:6]3[CH:5]=[CH:4][CH:3]=2)[CH2:32][CH2:31]1, predict the reactants needed to synthesize it. The reactants are: F[C:2]1[N:7]2[CH:8]=[C:9]([CH2:11][N:12]3[C@H:25]4[C@H:16]([CH2:17][CH2:18][C:19]5[C:24]4=[N:23][CH:22]=[CH:21][CH:20]=5)[CH2:15][CH2:14][CH2:13]3)[N:10]=[C:6]2[CH:5]=[CH:4][CH:3]=1.[CH3:26][O:27][CH2:28][CH2:29][N:30]1[CH2:35][CH2:34][NH:33][CH2:32][CH2:31]1. (4) Given the product [CH3:1][C:2]1[N:6]=[C:5]([CH3:7])[N:4]([C:8]2[C:12]([CH3:13])=[N:11][N:10]3[C:16]([C:18]4[CH:23]=[CH:22][C:21]([O:24][CH3:25])=[CH:20][C:19]=4[CH3:26])=[C:15]([CH3:27])[O:14][C:9]=23)[N:3]=1, predict the reactants needed to synthesize it. The reactants are: [CH3:1][C:2]1[N:6]=[C:5]([CH3:7])[N:4]([C:8]2[C:12]([CH3:13])=[N:11][NH:10][C:9]=2[O:14][CH:15]([CH3:27])[C:16]([C:18]2[CH:23]=[CH:22][C:21]([O:24][CH3:25])=[CH:20][C:19]=2[CH3:26])=O)[N:3]=1. (5) The reactants are: [F:1][C:2]1[C:10]([O:11][CH2:12][C:13]2[S:14][C:15]3[CH:21]=[CH:20][C:19]([C:22]4[CH:27]=[CH:26][C:25]([O:28]C)=[CH:24][CH:23]=4)=[CH:18][C:16]=3[N:17]=2)=[CH:9][CH:8]=[C:7]([F:30])[C:3]=1[C:4]([NH2:6])=[O:5].B(Br)(Br)Br. Given the product [F:1][C:2]1[C:10]([O:11][CH2:12][C:13]2[S:14][C:15]3[CH:21]=[CH:20][C:19]([C:22]4[CH:27]=[CH:26][C:25]([OH:28])=[CH:24][CH:23]=4)=[CH:18][C:16]=3[N:17]=2)=[CH:9][CH:8]=[C:7]([F:30])[C:3]=1[C:4]([NH2:6])=[O:5], predict the reactants needed to synthesize it.